Dataset: Reaction yield outcomes from USPTO patents with 853,638 reactions. Task: Predict the reaction yield, written as a fraction of the theoretical maximum amount of product (1.0 means a 100% yield; for example, 0.34 means a 34% yield). (1) The reactants are [CH3:1][O:2][C:3]1[CH:16]=[C:15]([O:17][CH3:18])[CH:14]=[CH:13][C:4]=1[CH2:5][NH:6][C:7]1[CH:12]=[CH:11][N:10]=[CH:9][N:8]=1.Cl[S:20]([C:23]1[C:24]([F:34])=[CH:25][C:26]([F:33])=[C:27]([CH:32]=1)[C:28]([O:30][CH3:31])=[O:29])(=[O:22])=[O:21].N12CCN(CC1)CC2. The catalyst is C1COCC1. The product is [CH3:1][O:2][C:3]1[CH:16]=[C:15]([O:17][CH3:18])[CH:14]=[CH:13][C:4]=1[CH2:5][N:6]([C:7]1[CH:12]=[CH:11][N:10]=[CH:9][N:8]=1)[S:20]([C:23]1[C:24]([F:34])=[CH:25][C:26]([F:33])=[C:27]([CH:32]=1)[C:28]([O:30][CH3:31])=[O:29])(=[O:22])=[O:21]. The yield is 0.450. (2) The yield is 0.930. The catalyst is ClCCl. The reactants are [OH:1][CH2:2][C@H:3]1[O:7][C:6](=[O:8])[CH2:5][CH2:4]1.[O:9]1[CH:14]=[CH:13][CH2:12][CH2:11][CH2:10]1.C1(C)C=CC(S([O-])(=O)=O)=CC=1.[NH+]1C=CC=CC=1. The product is [O:9]1[CH2:14][CH2:13][CH2:12][CH2:11][CH:10]1[O:1][CH2:2][C@H:3]1[O:7][C:6](=[O:8])[CH2:5][CH2:4]1. (3) The reactants are [CH3:1][O:2][C:3]1[CH:4]=[C:5]2[C:10](=[CH:11][C:12]=1[O:13][CH3:14])[N:9]=[CH:8][N:7]=[C:6]2[CH:15]1[CH2:20][CH2:19][NH:18][CH2:17][CH2:16]1.[N:21]([CH:24]1[CH2:29][CH2:28][CH2:27][CH2:26][CH2:25]1)=[C:22]=[O:23]. The catalyst is CN(C=O)C. The product is [CH:24]1([NH:21][C:22]([N:18]2[CH2:19][CH2:20][CH:15]([C:6]3[C:5]4[C:10](=[CH:11][C:12]([O:13][CH3:14])=[C:3]([O:2][CH3:1])[CH:4]=4)[N:9]=[CH:8][N:7]=3)[CH2:16][CH2:17]2)=[O:23])[CH2:29][CH2:28][CH2:27][CH2:26][CH2:25]1. The yield is 0.500. (4) The reactants are [I:1][C:2]1[C:3]([CH3:14])=[CH:4][C:5]([O:12][CH3:13])=[C:6]([CH:11]=1)[C:7]([O:9]C)=[O:8].[OH-].[Na+]. The catalyst is C(O)C. The product is [I:1][C:2]1[C:3]([CH3:14])=[CH:4][C:5]([O:12][CH3:13])=[C:6]([CH:11]=1)[C:7]([OH:9])=[O:8]. The yield is 0.740. (5) The reactants are [C:1]([CH:3]([NH:11][C:12](=[O:21])[O:13][CH2:14][C:15]1[CH:20]=[CH:19][CH:18]=[CH:17][CH:16]=1)[CH2:4][C:5]1[CH:10]=[CH:9][CH:8]=[CH:7][CH:6]=1)#[N:2].[N-:22]=[N+:23]=[N-:24].[Na+].Cl. The catalyst is [Br-].[Br-].[Zn+2].O.C(OCC)(=O)C.CC(O)C. The product is [C:5]1([CH2:4][CH:3]([NH:11][C:12](=[O:21])[O:13][CH2:14][C:15]2[CH:20]=[CH:19][CH:18]=[CH:17][CH:16]=2)[C:1]2[NH:24][N:23]=[N:22][N:2]=2)[CH:10]=[CH:9][CH:8]=[CH:7][CH:6]=1. The yield is 0.900. (6) The reactants are [C:1]([O:5][C:6](=[O:41])[CH2:7][CH2:8][S:9][CH2:10][C:11]1[CH:12]=[C:13]([CH:38]=[CH:39][CH:40]=1)[C:14]([NH:16][C:17]1[CH:22]=[CH:21][C:20]([N:23]2[CH2:28][CH2:27][CH2:26][CH2:25][CH2:24]2)=[CH:19][C:18]=1[C:29]1[CH:30]=[C:31]([CH:35]=[CH:36][N:37]=1)[C:32](O)=[O:33])=[O:15])([CH3:4])([CH3:3])[CH3:2].[N:42]1([C:47]2[CH:52]=[CH:51][C:50]([CH2:53][NH2:54])=[CH:49][CH:48]=2)[CH:46]=[CH:45][CH:44]=[N:43]1.CCN=C=NCCCN(C)C.Cl. The catalyst is CN(C)C1C=CN=CC=1.ClCCl. The product is [N:42]1([C:47]2[CH:52]=[CH:51][C:50]([CH2:53][NH:54][C:32]([C:31]3[CH:35]=[CH:36][N:37]=[C:29]([C:18]4[CH:19]=[C:20]([N:23]5[CH2:28][CH2:27][CH2:26][CH2:25][CH2:24]5)[CH:21]=[CH:22][C:17]=4[NH:16][C:14]([C:13]4[CH:12]=[C:11]([CH:40]=[CH:39][CH:38]=4)[CH2:10][S:9][CH2:8][CH2:7][C:6]([O:5][C:1]([CH3:3])([CH3:4])[CH3:2])=[O:41])=[O:15])[CH:30]=3)=[O:33])=[CH:49][CH:48]=2)[CH:46]=[CH:45][CH:44]=[N:43]1. The yield is 0.830. (7) The product is [Cl:1][C:2]1[CH:7]=[CH:6][N:5]=[C:4]2[C:3]=1[C:16]1[CH2:15][CH2:14][CH2:13][CH2:12][C:17]=1[C:18](=[O:40])[NH:8]2. The reactants are [Cl:1][C:2]1[CH:7]=[CH:6][N:5]=[C:4]([NH2:8])[C:3]=1I.CO[C:12]1[CH:13]=[CH:14][CH:15]=[C:16](OC)[C:17]=1[C:18]1C=CC=CC=1P(C1CCCCC1)C1CCCCC1.C([O-])([O-])=[O:40].[K+].[K+]. The yield is 0.460. The catalyst is O1CCOCC1.O.CC([O-])=O.CC([O-])=O.[Pd+2].